From a dataset of Full USPTO retrosynthesis dataset with 1.9M reactions from patents (1976-2016). Predict the reactants needed to synthesize the given product. (1) Given the product [CH3:8][N:9]([CH3:14])[S:10]([N:36]1[C:30]2[CH:29]=[N:28][N:27]([CH2:26][O:25][CH2:18][C:19]3[CH:24]=[CH:23][CH:22]=[CH:21][CH:20]=3)[C:32](=[O:33])[C:31]=2[N:34]=[CH:35]1)(=[O:12])=[O:11], predict the reactants needed to synthesize it. The reactants are: C(N(CC)CC)C.[CH3:8][N:9]([CH3:14])[S:10](Cl)(=[O:12])=[O:11].ClCCl.[CH2:18]([O:25][CH2:26][N:27]1[C:32](=[O:33])[C:31]2=[N:34][CH:35]=[N:36][C:30]2=[CH:29][NH:28]1)[C:19]1[CH:24]=[CH:23][CH:22]=[CH:21][CH:20]=1. (2) Given the product [S:1]1[C:5]2[CH:6]=[CH:7][CH:8]=[CH:9][C:4]=2[CH:3]=[C:2]1[CH2:10][C:11]1[CH:12]=[C:13]([C@@H:18]2[O:48][C@H:47]([CH2:49][O:50][CH2:51][C:52]3[CH:57]=[CH:56][CH:55]=[CH:54][CH:53]=3)[C@@H:38]([O:39][CH2:40][C:41]3[CH:42]=[CH:43][CH:44]=[CH:45][CH:46]=3)[C@H:29]([O:30][CH2:31][C:32]3[CH:37]=[CH:36][CH:35]=[CH:34][CH:33]=3)[C@H:20]2[O:21][CH2:22][C:23]2[CH:24]=[CH:25][CH:26]=[CH:27][CH:28]=2)[CH:14]=[CH:15][C:16]=1[F:17], predict the reactants needed to synthesize it. The reactants are: [S:1]1[C:5]2[CH:6]=[CH:7][CH:8]=[CH:9][C:4]=2[CH:3]=[C:2]1[CH:10](O)[C:11]1[CH:12]=[C:13]([C:18]2([O:48][C@H:47]([CH2:49][O:50][CH2:51][C:52]3[CH:57]=[CH:56][CH:55]=[CH:54][CH:53]=3)[C@@H:38]([O:39][CH2:40][C:41]3[CH:46]=[CH:45][CH:44]=[CH:43][CH:42]=3)[C@H:29]([O:30][CH2:31][C:32]3[CH:37]=[CH:36][CH:35]=[CH:34][CH:33]=3)[C@H:20]2[O:21][CH2:22][C:23]2[CH:28]=[CH:27][CH:26]=[CH:25][CH:24]=2)O)[CH:14]=[CH:15][C:16]=1[F:17].C([SiH](CC)CC)C.C(=O)(O)[O-].[Na+]. (3) Given the product [ClH:1].[NH:9]1[CH2:10][CH2:11][CH:12]([C:15]2[N:24]=[C:23]([C:25]3[CH:30]=[CH:29][CH:28]=[CH:27][C:26]=3[CH3:31])[C:22]3[C:17](=[CH:18][CH:19]=[CH:20][CH:21]=3)[N:16]=2)[CH2:13][CH2:14]1, predict the reactants needed to synthesize it. The reactants are: [Cl:1]C(OC(Cl)=O)C.C[N:9]1[CH2:14][CH2:13][CH:12]([C:15]2[N:24]=[C:23]([C:25]3[CH:30]=[CH:29][CH:28]=[CH:27][C:26]=3[CH3:31])[C:22]3[C:17](=[CH:18][CH:19]=[CH:20][CH:21]=3)[N:16]=2)[CH2:11][CH2:10]1.CN(C1C2C(N(C)C)=CC=CC=2C=CC=1)C. (4) Given the product [F:20][C:16]1[CH:15]=[C:14]([C:11]2[CH:12]=[CH:13][C:8]3[N:7]=[C:24]([C:26]4[CH:27]=[C:28]([CH:29]=[CH:30][CH:31]=4)[C:32]#[N:33])[CH2:23][C:22](=[O:34])[NH:21][C:9]=3[CH:10]=2)[CH:19]=[CH:18][CH:17]=1, predict the reactants needed to synthesize it. The reactants are: C(OC(=O)[NH:7][C:8]1[CH:13]=[CH:12][C:11]([C:14]2[CH:19]=[CH:18][CH:17]=[C:16]([F:20])[CH:15]=2)=[CH:10][C:9]=1[NH:21][C:22](=[O:34])[CH2:23][C:24]([C:26]1[CH:31]=[CH:30][CH:29]=[C:28]([C:32]#[N:33])[CH:27]=1)=O)(C)(C)C.C(O)(C(F)(F)F)=O. (5) Given the product [OH:19][C:12]([C:7]1[CH:8]=[CH:9][CH:10]=[CH:11][C:6]=1[NH:5][CH2:23][CH2:22][C:21]([NH:26][C:27](=[O:33])[O:28][C:29]([CH3:32])([CH3:31])[CH3:30])([CH3:25])[CH3:20])([CH2:16][CH2:17][CH3:18])[CH2:13][CH2:14][CH3:15], predict the reactants needed to synthesize it. The reactants are: C([BH3-])#N.[Na+].[NH2:5][C:6]1[CH:11]=[CH:10][CH:9]=[CH:8][C:7]=1[C:12]([OH:19])([CH2:16][CH2:17][CH3:18])[CH2:13][CH2:14][CH3:15].[CH3:20][C:21]([NH:26][C:27](=[O:33])[O:28][C:29]([CH3:32])([CH3:31])[CH3:30])([CH3:25])[CH2:22][CH:23]=O. (6) Given the product [CH3:11][O:10][C:8](=[O:9])[C:7]1[CH:12]=[CH:13][C:4]([C:2]([NH:23][C:24]2[CH:29]=[CH:28][C:27]([CH:30]([CH3:44])[C:31]([C:37]3[CH:42]=[CH:41][N:40]=[C:39]([Cl:43])[CH:38]=3)([OH:36])[C:32]([F:33])([F:34])[F:35])=[C:26]([Cl:45])[CH:25]=2)=[O:3])=[CH:5][CH:6]=1, predict the reactants needed to synthesize it. The reactants are: Cl[C:2]([C:4]1[CH:13]=[CH:12][C:7]([C:8]([O:10][CH3:11])=[O:9])=[CH:6][CH:5]=1)=[O:3].C(N(CC)C(C)C)(C)C.[NH2:23][C:24]1[CH:29]=[CH:28][C:27]([CH:30]([CH3:44])[C:31]([C:37]2[CH:42]=[CH:41][N:40]=[C:39]([Cl:43])[CH:38]=2)([OH:36])[C:32]([F:35])([F:34])[F:33])=[C:26]([Cl:45])[CH:25]=1.ClC(C1C=CC(C([O-])=O)=CC=1)=O.C([O-])(O)=O.[Na+].